From a dataset of Forward reaction prediction with 1.9M reactions from USPTO patents (1976-2016). Predict the product of the given reaction. (1) Given the reactants [CH3:1][O:2][C:3]1[CH:4]=[C:5]([NH:15][C:16]([NH2:18])=[NH:17])[CH:6]=[CH:7][C:8]=1[N:9]1[CH:13]=[C:12]([CH3:14])[N:11]=[CH:10]1.C(=O)([O-])[O-].[K+].[K+].[O:25]1[CH2:29][CH2:28][CH2:27][CH:26]1[CH2:30][CH2:31][C:32]([CH:34]1[C:39](=O)[CH2:38][CH2:37][O:36][CH2:35]1)=O, predict the reaction product. The product is: [CH3:1][O:2][C:3]1[CH:4]=[C:5]([NH:15][C:16]2[N:18]=[C:32]([CH2:31][CH2:30][CH:26]3[CH2:27][CH2:28][CH2:29][O:25]3)[C:34]3[CH2:35][O:36][CH2:37][CH2:38][C:39]=3[N:17]=2)[CH:6]=[CH:7][C:8]=1[N:9]1[CH:13]=[C:12]([CH3:14])[N:11]=[CH:10]1. (2) Given the reactants [CH3:1][C:2]1([C:11]([O:13]C)=[O:12])[CH2:10][C:9]2[C:4](=[CH:5][CH:6]=[CH:7][CH:8]=2)[CH2:3]1.O.[OH-].[Li+].Cl, predict the reaction product. The product is: [CH3:1][C:2]1([C:11]([OH:13])=[O:12])[CH2:10][C:9]2[C:4](=[CH:5][CH:6]=[CH:7][CH:8]=2)[CH2:3]1. (3) The product is: [OH:27][NH:26][C:11](=[O:12])/[CH:10]=[CH:9]/[C:4]1[CH:5]=[CH:6][CH:7]=[CH:8][C:3]=1[N:2]([CH3:1])[CH2:15][C:16]1[CH:21]=[CH:20][CH:19]=[C:18]([C:22]([F:25])([F:24])[F:23])[CH:17]=1. Given the reactants [CH3:1][N:2]([CH2:15][C:16]1[CH:21]=[CH:20][CH:19]=[C:18]([C:22]([F:25])([F:24])[F:23])[CH:17]=1)[C:3]1[CH:8]=[CH:7][CH:6]=[CH:5][C:4]=1/[CH:9]=[CH:10]/[C:11](OC)=[O:12].[NH2:26][OH:27].[OH-].[Na+].Cl, predict the reaction product. (4) The product is: [Br:1][C:2]1[CH:7]=[CH:6][CH:5]=[C:4]([N:10]([CH3:9])[NH2:11])[N:3]=1. Given the reactants [Br:1][C:2]1[CH:7]=[CH:6][CH:5]=[C:4](Br)[N:3]=1.[CH3:9][NH:10][NH2:11], predict the reaction product.